Dataset: Catalyst prediction with 721,799 reactions and 888 catalyst types from USPTO. Task: Predict which catalyst facilitates the given reaction. Reactant: [F:1][CH:2]([F:41])[C:3]1[C:4]([C:35]2[CH:36]=[N:37][N:38]([CH3:40])[CH:39]=2)=[CH:5][C:6]([F:34])=[C:7]([CH:33]=1)[NH:8][C:9]1[C:13]2[CH2:14][N:15](C(OC(C)(C)C)=O)[CH2:16][CH2:17][C:12]=2[N:11]([CH:25]2[CH2:30][CH2:29][S:28](=[O:32])(=[O:31])[CH2:27][CH2:26]2)[N:10]=1. Product: [F:41][CH:2]([F:1])[C:3]1[C:4]([C:35]2[CH:36]=[N:37][N:38]([CH3:40])[CH:39]=2)=[CH:5][C:6]([F:34])=[C:7]([NH:8][C:9]2[C:13]3[CH2:14][NH:15][CH2:16][CH2:17][C:12]=3[N:11]([CH:25]3[CH2:30][CH2:29][S:28](=[O:32])(=[O:31])[CH2:27][CH2:26]3)[N:10]=2)[CH:33]=1. The catalyst class is: 557.